This data is from Retrosynthesis with 50K atom-mapped reactions and 10 reaction types from USPTO. The task is: Predict the reactants needed to synthesize the given product. (1) Given the product Cc1cc(-c2ccc(C(F)(F)F)nc2)cc(-c2cccc(-c3cccc(S(=O)(=O)NC(C)(C)C)c3)n2)n1, predict the reactants needed to synthesize it. The reactants are: CCCC[Sn](CCCC)(CCCC)c1cccc(-c2cccc(S(=O)(=O)NC(C)(C)C)c2)n1.Cc1cc(-c2ccc(C(F)(F)F)nc2)cc(OS(=O)(=O)C(F)(F)F)n1. (2) Given the product COc1ccccc1CCCCOCCCCCCBr, predict the reactants needed to synthesize it. The reactants are: BrCCCCCCBr.COc1ccccc1CCCCO.